This data is from Forward reaction prediction with 1.9M reactions from USPTO patents (1976-2016). The task is: Predict the product of the given reaction. (1) Given the reactants [CH2:1]([O:3][C:4]1[CH:5]=[C:6]([CH:9]=[CH:10][C:11]=1[O:12][CH3:13])[CH:7]=O)[CH3:2].[CH3:14][CH:15]([CH3:21])[CH2:16][CH:17]([NH:19][OH:20])[CH3:18].O.C1(C)C=CC(S(O)(=O)=O)=CC=1, predict the reaction product. The product is: [CH2:1]([O:3][C:4]1[CH:5]=[C:6]([CH:7]=[N+:19]([CH:17]([CH2:16][CH:15]([CH3:21])[CH3:14])[CH3:18])[O-:20])[CH:9]=[CH:10][C:11]=1[O:12][CH3:13])[CH3:2]. (2) Given the reactants [N:1]([CH:4]1[CH2:9][N:8]([C:10]([O:12][C:13]([CH3:16])([CH3:15])[CH3:14])=[O:11])[CH2:7][CH:6]([C:17]([O:19]C)=[O:18])[CH2:5]1)=[N+:2]=[N-:3].[OH-].[Na+], predict the reaction product. The product is: [N:1]([CH:4]1[CH2:9][N:8]([C:10]([O:12][C:13]([CH3:14])([CH3:15])[CH3:16])=[O:11])[CH2:7][CH:6]([C:17]([OH:19])=[O:18])[CH2:5]1)=[N+:2]=[N-:3]. (3) Given the reactants [CH:1]([N:4]1[CH2:9][CH2:8][N:7]([C:10]2[CH:15]=[C:14]([NH:16]C(=O)C)[CH:13]=[CH:12][N:11]=2)[CH2:6][CH2:5]1)([CH3:3])[CH3:2].Cl, predict the reaction product. The product is: [CH:1]([N:4]1[CH2:5][CH2:6][N:7]([C:10]2[CH:15]=[C:14]([NH2:16])[CH:13]=[CH:12][N:11]=2)[CH2:8][CH2:9]1)([CH3:3])[CH3:2]. (4) Given the reactants C([O:8][C:9]1[CH:10]=[C:11]2[C:16](=[CH:17][C:18]=1[O:19][CH3:20])[N:15]=[CH:14][CH:13]=[C:12]2[O:21][C:22]1[CH:27]=[CH:26][C:25]([NH:28][C:29](=[O:36])[C:30]2[CH:35]=[CH:34][CH:33]=[CH:32][CH:31]=2)=[CH:24][CH:23]=1)C1C=CC=CC=1, predict the reaction product. The product is: [OH:8][C:9]1[CH:10]=[C:11]2[C:16](=[CH:17][C:18]=1[O:19][CH3:20])[N:15]=[CH:14][CH:13]=[C:12]2[O:21][C:22]1[CH:23]=[CH:24][C:25]([NH:28][C:29](=[O:36])[C:30]2[CH:31]=[CH:32][CH:33]=[CH:34][CH:35]=2)=[CH:26][CH:27]=1. (5) Given the reactants [CH2:1]([O:3][C:4](=[O:6])[CH3:5])[CH3:2].Br[C:8]1[CH:9]=[C:10]([S:15][C:16]2[CH:26]=[CH:25][C:19]([O:20]CC(O)=O)=[C:18]([CH3:27])[CH:17]=2)[CH:11]=[C:12]([OH:14])[CH:13]=1.[C:28]1([CH2:34][C:35]#C)[CH:33]=[CH:32][CH:31]=[CH:30][CH:29]=1, predict the reaction product. The product is: [CH2:1]([O:3][C:4](=[O:6])[CH2:5][O:20][C:19]1[CH:25]=[CH:26][C:16]([S:15][C:10]2[CH:9]=[C:8]([C:35]#[C:34][C:28]3[CH:33]=[CH:32][CH:31]=[CH:30][CH:29]=3)[CH:13]=[C:12]([OH:14])[CH:11]=2)=[CH:17][C:18]=1[CH3:27])[CH3:2]. (6) Given the reactants [F:1][C:2]([F:21])([F:20])[O:3][CH:4]1[CH2:9][CH2:8][N:7](C(OCC2C=CC=CC=2)=O)[CH2:6][CH2:5]1, predict the reaction product. The product is: [F:21][C:2]([F:1])([F:20])[O:3][CH:4]1[CH2:9][CH2:8][NH:7][CH2:6][CH2:5]1. (7) The product is: [Cl:11][C:9]1[CH:10]=[C:5]([CH2:4][OH:3])[CH:6]=[N:7][C:8]=1[N:12]1[CH2:17][CH2:16][N:15]([C:18]2[CH:23]=[C:22]([C:24]3[CH:29]=[CH:28][C:27]([F:30])=[CH:26][CH:25]=3)[N:21]=[C:20]([N:31]3[CH2:35][CH2:34][CH2:33][CH:32]3[CH3:36])[N:19]=2)[CH2:14][CH2:13]1. Given the reactants C([O:3][C:4](=O)[C:5]1[CH:10]=[C:9]([Cl:11])[C:8]([N:12]2[CH2:17][CH2:16][N:15]([C:18]3[CH:23]=[C:22]([C:24]4[CH:29]=[CH:28][C:27]([F:30])=[CH:26][CH:25]=4)[N:21]=[C:20]([N:31]4[CH2:35][CH2:34][CH2:33][CH:32]4[CH3:36])[N:19]=3)[CH2:14][CH2:13]2)=[N:7][CH:6]=1)C.[H-].C([Al+]CC(C)C)C(C)C, predict the reaction product. (8) Given the reactants [F:1][C:2]1[CH:3]=[C:4]2[C:8](=[CH:9][CH:10]=1)[NH:7][N:6]=[C:5]2[I:11].O[C@H:13]1[CH2:17][CH2:16][O:15][CH2:14]1, predict the reaction product. The product is: [F:1][C:2]1[CH:3]=[C:4]2[C:8](=[CH:9][CH:10]=1)[N:7]([C@@H:13]1[CH2:17][CH2:16][O:15][CH2:14]1)[N:6]=[C:5]2[I:11]. (9) Given the reactants [Br:1][C:2]1[N:7]=[C:6]([NH:8][C:9]([C@@H:11]2[CH2:15][C@@H:14]([F:16])[CH2:13][N:12]2C(OC(C)(C)C)=O)=[O:10])[CH:5]=[CH:4][CH:3]=1.[ClH:24], predict the reaction product. The product is: [ClH:24].[Br:1][C:2]1[N:7]=[C:6]([NH:8][C:9]([C@@H:11]2[CH2:15][C@@H:14]([F:16])[CH2:13][NH:12]2)=[O:10])[CH:5]=[CH:4][CH:3]=1. (10) Given the reactants [OH:1][C:2]1[CH:7]=[CH:6][C:5](/[CH:8]=[CH:9]/[C:10]([OH:12])=[O:11])=[CH:4][CH:3]=1.[CH3:13][C:14]1[CH:18]=[C:17]([CH3:19])[O:16][N:15]=1, predict the reaction product. The product is: [CH3:13][C:14]1[C:18]([CH:8]([C:5]2[CH:4]=[CH:3][C:2]([OH:1])=[CH:7][CH:6]=2)[CH2:9][C:10]([OH:12])=[O:11])=[C:17]([CH3:19])[O:16][N:15]=1.